Dataset: Full USPTO retrosynthesis dataset with 1.9M reactions from patents (1976-2016). Task: Predict the reactants needed to synthesize the given product. (1) Given the product [ClH:19].[ClH:1].[N+:3]([C:6]1[CH:18]=[CH:17][C:9]([CH2:10][N:11]2[CH2:16][CH2:15][N:14]([CH2:20][C:21]([C:23]3[CH:28]=[CH:27][C:26]([NH:29][C:30](=[O:32])[CH3:31])=[CH:25][CH:24]=3)=[O:22])[CH2:13][CH2:12]2)=[CH:8][CH:7]=1)([O-:5])=[O:4], predict the reactants needed to synthesize it. The reactants are: [ClH:1].Cl.[N+:3]([C:6]1[CH:18]=[CH:17][C:9]([CH2:10][N:11]2[CH2:16][CH2:15][NH:14][CH2:13][CH2:12]2)=[CH:8][CH:7]=1)([O-:5])=[O:4].[Cl:19][CH2:20][C:21]([C:23]1[CH:28]=[CH:27][C:26]([NH:29][C:30](=[O:32])[CH3:31])=[CH:25][CH:24]=1)=[O:22].C([O-])([O-])=O.[K+].[K+]. (2) Given the product [Cl:22][C:23]1[CH:28]=[CH:27][CH:26]=[CH:25][C:24]=1[CH2:29][CH2:30][NH:31][C:14]1[N:13]=[C:12]([N:11]([C:7]2[N:6]=[C:5]([C:1]([CH3:4])([CH3:3])[CH3:2])[CH:10]=[CH:9][N:8]=2)[CH3:21])[CH:17]=[CH:16][N:15]=1, predict the reactants needed to synthesize it. The reactants are: [C:1]([C:5]1[CH:10]=[CH:9][N:8]=[C:7]([N:11]([CH3:21])[C:12]2[CH:17]=[CH:16][N:15]=[C:14](S(C)=O)[N:13]=2)[N:6]=1)([CH3:4])([CH3:3])[CH3:2].[Cl:22][C:23]1[CH:28]=[CH:27][CH:26]=[CH:25][C:24]=1[CH2:29][CH2:30][NH2:31]. (3) The reactants are: [NH2:1][C:2]1[C:7]([C:8]#[N:9])=[C:6]([C:10]2[CH:11]=[C:12]([NH:16][C:17](=[O:26])[CH2:18][CH2:19][N:20]3[CH2:25][CH2:24][CH2:23][CH2:22][CH2:21]3)[CH:13]=[CH:14][CH:15]=2)[CH:5]=[C:4]([C:27]2[CH:32]=[CH:31][CH:30]=[CH:29][C:28]=2[O:33][Si](C(C)(C)C)(C)C)[N:3]=1.[ClH:41]. Given the product [ClH:41].[NH2:1][C:2]1[C:7]([C:8]#[N:9])=[C:6]([C:10]2[CH:11]=[C:12]([NH:16][C:17](=[O:26])[CH2:18][CH2:19][N:20]3[CH2:25][CH2:24][CH2:23][CH2:22][CH2:21]3)[CH:13]=[CH:14][CH:15]=2)[CH:5]=[C:4]([C:27]2[CH:32]=[CH:31][CH:30]=[CH:29][C:28]=2[OH:33])[N:3]=1, predict the reactants needed to synthesize it. (4) Given the product [CH:35]1([N:25]([CH2:26][C:27]2[CH:32]=[CH:31][CH:30]=[C:29]([Cl:33])[C:28]=2[Cl:34])[C:24]([C@H:22]2[CH2:21][C@@H:20]([NH:39][C:46](=[O:47])[CH2:45][C:41]([CH3:44])([CH3:43])[CH3:42])[CH2:19][NH:18][CH2:23]2)=[O:38])[CH2:36][CH2:37]1, predict the reactants needed to synthesize it. The reactants are: C1C2C(COC([N:18]3[CH2:23][C@@H:22]([C:24](=[O:38])[N:25]([CH:35]4[CH2:37][CH2:36]4)[CH2:26][C:27]4[CH:32]=[CH:31][CH:30]=[C:29]([Cl:33])[C:28]=4[Cl:34])[CH2:21][C@@H:20]([NH2:39])[CH2:19]3)=O)C3C(=CC=CC=3)C=2C=CC=1.Cl.[C:41]([CH2:45][C:46](Cl)=[O:47])([CH3:44])([CH3:43])[CH3:42]. (5) Given the product [CH:1]([O:4][C:5](=[O:19])[C:6]1[CH:11]=[CH:10][C:9]([C:12]([F:15])([F:14])[F:13])=[CH:8][C:7]=1[C:21]1[C:26]([Cl:27])=[CH:25][CH:24]=[CH:23][N:22]=1)([CH3:3])[CH3:2], predict the reactants needed to synthesize it. The reactants are: [CH:1]([O:4][C:5](=[O:19])[C:6]1[CH:11]=[CH:10][C:9]([C:12]([F:15])([F:14])[F:13])=[CH:8][C:7]=1B(O)O)([CH3:3])[CH3:2].Br[C:21]1[C:26]([Cl:27])=[CH:25][CH:24]=[CH:23][N:22]=1.O1CCOCC1.